From a dataset of Reaction yield outcomes from USPTO patents with 853,638 reactions. Predict the reaction yield, written as a fraction of the theoretical maximum amount of product (1.0 means a 100% yield; for example, 0.34 means a 34% yield). (1) The reactants are Br[C:2]1[CH:3]=[N:4][C:5]2[C:10]([CH:11]=1)=[N:9][CH:8]=[C:7]([O:12][CH2:13][C:14]1[CH:19]=[CH:18][C:17]([F:20])=[C:16]([F:21])[CH:15]=1)[CH:6]=2.FC1C=[C:25]([CH2:30][OH:31])C=CC=1F.BrC1C=[N:35]C2C(C=1)=NC=C(Br)C=2.[H-].[Na+]. The catalyst is CN1C(=O)CCC1.O. The product is [F:21][C:16]1[CH:15]=[C:14]([CH:19]=[CH:18][C:17]=1[F:20])[CH2:13][O:12][C:7]1[CH:6]=[C:5]2[C:10]([CH:11]=[C:2]([CH2:25][C:30]([NH2:35])=[O:31])[CH:3]=[N:4]2)=[N:9][CH:8]=1. The yield is 0.533. (2) The reactants are [NH2:1][C:2]1[CH:15]=[CH:14][CH:13]=[CH:12][C:3]=1[C:4]([C:6]1[CH:11]=[CH:10][CH:9]=[CH:8][CH:7]=1)=O.[C:16]([C:19]1[S:23][C:22]([CH2:24][C:25]([NH2:27])=[O:26])=[CH:21][CH:20]=1)(=O)[CH3:17].C(O)(=O)CC(CC(O)=O)(C(O)=O)O. The catalyst is C(OCC)(=O)C. The product is [C:6]1([C:4]2[C:3]3[C:2](=[CH:15][CH:14]=[CH:13][CH:12]=3)[N:1]=[C:16]([C:19]3[S:23][C:22]([CH2:24][C:25]([NH2:27])=[O:26])=[CH:21][CH:20]=3)[CH:17]=2)[CH:11]=[CH:10][CH:9]=[CH:8][CH:7]=1. The yield is 0.330. (3) The reactants are Cl[C:2]1[N:7]=[C:6]([C:8]2[C:9]([C:17]3[CH:18]=[CH:19][C:20](C)=[C:21]([NH:23][C:24](=[O:31])[CH2:25][C:26]4[S:27][CH:28]=[CH:29][CH:30]=4)[CH:22]=3)=[N:10][N:11]3[CH:16]=[CH:15][CH:14]=[CH:13][C:12]=23)[CH:5]=[CH:4][N:3]=1.N1([CH2:38][C:39]2[CH:40]=[C:41]([CH:43]=[CH:44][CH:45]=2)[NH2:42])CCCC1.Cl. The catalyst is CC(O)C. The product is [NH2:3][CH:4]1[CH2:38][C:39]2[CH:40]=[C:41]([NH:42][C:2]3[N:7]=[C:6]([C:8]4[C:9]([C:17]5[CH:22]=[C:21]([NH:23][C:24](=[O:31])[CH2:25][C:26]6[S:27][CH:28]=[CH:29][CH:30]=6)[CH:20]=[CH:19][CH:18]=5)=[N:10][N:11]5[CH:16]=[CH:15][CH:14]=[CH:13][C:12]=45)[CH:5]=[CH:4][N:3]=3)[CH:43]=[CH:44][C:45]=2[CH2:6][CH2:5]1. The yield is 0.210. (4) The reactants are [OH:1][C:2]1[CH:9]=[C:8]([CH2:10][OH:11])[CH:7]=[CH:6][C:3]=1[CH:4]=O.[CH3:12][C:13]1[CH:14]=[CH:15][C:16]2[N:17]([CH:19]=[C:20]([CH2:22][C:23](OCC)=[O:24])[N:21]=2)[CH:18]=1.N1CCCCC1.C(O)(=O)C. The catalyst is CCO. The product is [OH:11][CH2:10][C:8]1[CH:9]=[C:2]2[C:3]([CH:4]=[C:22]([C:20]3[N:21]=[C:16]4[CH:15]=[CH:14][C:13]([CH3:12])=[CH:18][N:17]4[CH:19]=3)[C:23](=[O:24])[O:1]2)=[CH:6][CH:7]=1. The yield is 0.800. (5) The reactants are C[O:2][C:3]([CH:5]1[CH2:8][N:7]([C:9]2[CH:14]=[CH:13][C:12]([C:15]3[CH2:19][C:18]([C:24]4[CH:29]=[C:28]([Cl:30])[C:27]([Cl:31])=[C:26]([Cl:32])[CH:25]=4)([C:20]([F:23])([F:22])[F:21])[O:17][N:16]=3)=[CH:11][C:10]=2[Cl:33])[CH2:6]1)=[O:4].[OH-].[Li+]. The catalyst is C1COCC1.CO.O. The product is [Cl:33][C:10]1[CH:11]=[C:12]([C:15]2[CH2:19][C:18]([C:24]3[CH:25]=[C:26]([Cl:32])[C:27]([Cl:31])=[C:28]([Cl:30])[CH:29]=3)([C:20]([F:22])([F:23])[F:21])[O:17][N:16]=2)[CH:13]=[CH:14][C:9]=1[N:7]1[CH2:6][CH:5]([C:3]([OH:4])=[O:2])[CH2:8]1. The yield is 0.740. (6) The reactants are [CH3:1][O:2][C:3]1[CH:37]=[CH:36][C:6]([CH2:7][N:8]2[C:12]3=[N:13][CH:14]=[CH:15][C:16]([O:17][C:18]4[CH:23]=[CH:22][C:21]([NH:24][C:25]([CH:27]5[CH2:31][CH2:30][N:29]([CH3:32])[C:28]5=[O:33])=[O:26])=[CH:20][C:19]=4[F:34])=[C:11]3[C:10](I)=[N:9]2)=[CH:5][CH:4]=1.[CH3:38][NH:39][C:40]([C:42]1[CH:47]=[CH:46][C:45](B(O)O)=[CH:44][CH:43]=1)=[O:41].C([O-])([O-])=O.[Na+].[Na+]. The catalyst is [Pd].C1(P(C2C=CC=CC=2)C2C=CC=CC=2)C=CC=CC=1.C1(P(C2C=CC=CC=2)C2C=CC=CC=2)C=CC=CC=1.C1(P(C2C=CC=CC=2)C2C=CC=CC=2)C=CC=CC=1.C1(P(C2C=CC=CC=2)C2C=CC=CC=2)C=CC=CC=1.COCCOC. The product is [F:34][C:19]1[CH:20]=[C:21]([NH:24][C:25]([CH:27]2[CH2:31][CH2:30][N:29]([CH3:32])[C:28]2=[O:33])=[O:26])[CH:22]=[CH:23][C:18]=1[O:17][C:16]1[CH:15]=[CH:14][N:13]=[C:12]2[N:8]([CH2:7][C:6]3[CH:36]=[CH:37][C:3]([O:2][CH3:1])=[CH:4][CH:5]=3)[N:9]=[C:10]([C:45]3[CH:46]=[CH:47][C:42]([C:40](=[O:41])[NH:39][CH3:38])=[CH:43][CH:44]=3)[C:11]=12. The yield is 0.534.